This data is from Forward reaction prediction with 1.9M reactions from USPTO patents (1976-2016). The task is: Predict the product of the given reaction. (1) Given the reactants [CH3:1][O:2][C:3]1[CH:8]=[CH:7][C:6]([OH:9])=[CH:5][CH:4]=1.Br[CH2:11][CH2:12][CH2:13][CH2:14][Cl:15], predict the reaction product. The product is: [Cl:15][CH2:14][CH2:13][CH2:12][CH2:11][O:9][C:6]1[CH:7]=[CH:8][C:3]([O:2][CH3:1])=[CH:4][CH:5]=1. (2) Given the reactants [Cl:1][C:2]1[CH:7]=[CH:6][CH:5]=[C:4]([Cl:8])[C:3]=1[C:9]1[C:14]2[O:15][C@@H:16]([CH2:19][NH2:20])[CH2:17][O:18][C:13]=2[CH:12]=[C:11]([F:21])[CH:10]=1.Cl.[CH3:23][CH2:24][OH:25], predict the reaction product. The product is: [Cl:8][C:4]1[CH:5]=[CH:6][CH:7]=[C:2]([Cl:1])[C:3]=1[C:9]1[C:14]2[O:15][C@@H:16]([CH2:19][N:20]3[C:24](=[O:25])[C:23]4[C:13](=[CH:12][CH:11]=[CH:10][CH:9]=4)[C:14]3=[O:15])[CH2:17][O:18][C:13]=2[CH:12]=[C:11]([F:21])[CH:10]=1.